This data is from Forward reaction prediction with 1.9M reactions from USPTO patents (1976-2016). The task is: Predict the product of the given reaction. (1) The product is: [CH3:34][O:33][C:24]([C:25]1[CH:31]=[CH:30][CH:29]=[CH:28][C:26]=1[NH:27]/[C:13](=[C:6]1\[C:5](=[O:23])[NH:4][C:12]2[C:7]\1=[CH:8][CH:9]=[CH:10][CH:11]=2)/[C:14]1[CH:15]=[CH:16][CH:17]=[CH:18][CH:19]=1)=[O:32]. Given the reactants C([N:4]1[C:12]2[C:7](=[CH:8][CH:9]=[CH:10][CH:11]=2)[C:6](=[C:13](OCC)[C:14]2[CH:19]=[CH:18][CH:17]=[CH:16][CH:15]=2)[C:5]1=[O:23])(=O)C.[C:24]([O:33][CH3:34])(=[O:32])[C:25]1[C:26](=[CH:28][CH:29]=[CH:30][CH:31]=1)[NH2:27].[OH-].[Na+], predict the reaction product. (2) Given the reactants [Br:1][C:2]1[CH:7]=[CH:6][C:5]([OH:8])=[CH:4][CH:3]=1.C(=O)([O-])[O-].[K+].[K+].Cl[C:16]1[C:21]([CH3:22])=[CH:20][C:19]([N+:23]([O-:25])=[O:24])=[C:18]([CH3:26])[CH:17]=1.O, predict the reaction product. The product is: [Br:1][C:2]1[CH:7]=[CH:6][C:5]([O:8][C:16]2[C:21]([CH3:22])=[CH:20][C:19]([N+:23]([O-:25])=[O:24])=[C:18]([CH3:26])[CH:17]=2)=[CH:4][CH:3]=1. (3) Given the reactants [Cl:1][C:2]1[CH:7]=[CH:6][CH:5]=[C:4]([F:8])[C:3]=1[C:9]1[NH:13][C:12](=[O:14])[N:11]([C:15]2[CH:24]=[CH:23][C:18]([C:19](OC)=[O:20])=[C:17]([O:25][CH3:26])[CH:16]=2)[N:10]=1.[NH:27]1[C:31]2[CH:32]=[CH:33][CH:34]=[CH:35][C:30]=2[N:29]=[C:28]1[NH2:36].C[Al](C)C, predict the reaction product. The product is: [NH:27]1[C:31]2[CH:32]=[CH:33][CH:34]=[CH:35][C:30]=2[N:29]=[C:28]1[NH:36][C:19](=[O:20])[C:18]1[CH:23]=[CH:24][C:15]([N:11]2[C:12](=[O:14])[NH:13][C:9]([C:3]3[C:4]([F:8])=[CH:5][CH:6]=[CH:7][C:2]=3[Cl:1])=[N:10]2)=[CH:16][C:17]=1[O:25][CH3:26]. (4) Given the reactants [C:1]([C:5]1[NH:6][C:7]2[CH:8]=[CH:9][C:10]([N+:16]([O-])=O)=[C:11]([C:14]#[N:15])[C:12]=2[CH:13]=1)([CH3:4])([CH3:3])[CH3:2], predict the reaction product. The product is: [NH2:16][C:10]1[CH:9]=[CH:8][C:7]2[NH:6][C:5]([C:1]([CH3:2])([CH3:4])[CH3:3])=[CH:13][C:12]=2[C:11]=1[C:14]#[N:15]. (5) The product is: [Br-:15].[CH2:6]([C:2]1[S:1][CH:5]=[CH:4][NH+:3]=1)[C:7]([C:9]1[CH:14]=[CH:13][CH:12]=[CH:11][CH:10]=1)=[O:8]. Given the reactants [S:1]1[CH:5]=[CH:4][N:3]=[CH:2]1.[CH2:6]([Br:15])[C:7]([C:9]1[CH:14]=[CH:13][CH:12]=[CH:11][CH:10]=1)=[O:8], predict the reaction product. (6) Given the reactants [Br:1][CH2:2]/[CH:3]=[CH:4]/[CH2:5]Br.[CH2:7]([OH:14])[C:8]1[CH:13]=[CH:12][CH:11]=[CH:10][CH:9]=1.[OH-].[Na+], predict the reaction product. The product is: [CH2:7]([O:14][CH2:5]/[CH:4]=[CH:3]/[CH2:2][Br:1])[C:8]1[CH:13]=[CH:12][CH:11]=[CH:10][CH:9]=1. (7) Given the reactants [Br:1][C:2]1[CH:7]=[CH:6][CH:5]=[C:4]([N+:8]([O-])=O)[C:3]=1[Cl:11].Cl[Sn]Cl, predict the reaction product. The product is: [Br:1][C:2]1[C:3]([Cl:11])=[C:4]([CH:5]=[CH:6][CH:7]=1)[NH2:8]. (8) Given the reactants [CH3:1][C:2]1[C:10]([CH3:12])([CH3:11])[C:9]2[C:4](=[CH:5][CH:6]=[CH:7][CH:8]=2)[N:3]=1.[I:13][CH2:14][CH2:15][CH2:16]I, predict the reaction product. The product is: [I-:13].[I:13][CH2:14][CH2:15][CH2:16][N+:3]1[C:4]2[C:9](=[CH:8][CH:7]=[CH:6][CH:5]=2)[C:10]([CH3:12])([CH3:11])[C:2]=1[CH3:1].